Dataset: Forward reaction prediction with 1.9M reactions from USPTO patents (1976-2016). Task: Predict the product of the given reaction. (1) Given the reactants [OH:1][C:2]1[CH:10]=[C:9]2[C:5]([CH2:6][CH2:7][C:8]2=O)=[CH:4][C:3]=1[C:12]1[N:13]=[N:14][C:15]([N:18]([CH3:29])[CH:19]2[CH2:24][C:23]([CH3:26])([CH3:25])[NH:22][C:21]([CH3:28])([CH3:27])[CH2:20]2)=[CH:16][CH:17]=1.[ClH:30].[NH2:31][OH:32].N1C=CC=CC=1.CO, predict the reaction product. The product is: [ClH:30].[OH:1][C:2]1[CH:10]=[C:9]2[C:5]([CH2:6][CH2:7][C:8]2=[N:31][OH:32])=[CH:4][C:3]=1[C:12]1[N:13]=[N:14][C:15]([N:18]([CH3:29])[CH:19]2[CH2:20][C:21]([CH3:28])([CH3:27])[NH:22][C:23]([CH3:25])([CH3:26])[CH2:24]2)=[CH:16][CH:17]=1. (2) Given the reactants Br[C:2]1[CH:7]=[CH:6][C:5]([F:8])=[CH:4][CH:3]=1.[Li]CCCC.[O:14]=[C:15]1[CH2:20][CH2:19][CH2:18][CH2:17][CH:16]1[N:21]1[CH2:37][CH2:36][C:24]2([C:28](=[O:29])[NH:27][CH2:26][CH:25]2[C:30]2[CH:35]=[CH:34][CH:33]=[CH:32][CH:31]=2)[CH2:23][CH2:22]1.[Cl-].[NH4+], predict the reaction product. The product is: [CH3:15][OH:14].[NH4+:21].[OH-:14].[F:8][C:5]1[CH:6]=[CH:7][C:2]([C:15]2([OH:14])[CH2:20][CH2:19][CH2:18][CH2:17][CH:16]2[N:21]2[CH2:37][CH2:36][C:24]3([C:28](=[O:29])[NH:27][CH2:26][CH:25]3[C:30]3[CH:31]=[CH:32][CH:33]=[CH:34][CH:35]=3)[CH2:23][CH2:22]2)=[CH:3][CH:4]=1. (3) Given the reactants [CH:1]([C:4]1[N:8]=[C:7]([N:9]2[CH2:14][CH2:13][CH:12]([C@H:15]([CH3:19])[CH2:16][CH2:17][OH:18])[CH2:11][CH2:10]2)[O:6][N:5]=1)([CH3:3])[CH3:2].[CH3:20][O:21][C:22](=[O:40])[C@@H:23]([NH:32][C:33]([O:35][C:36]([CH3:39])([CH3:38])[CH3:37])=[O:34])[C:24]1[CH:29]=[CH:28][C:27](O)=[CH:26][C:25]=1[F:31], predict the reaction product. The product is: [CH3:20][O:21][C:22](=[O:40])[C@@H:23]([NH:32][C:33]([O:35][C:36]([CH3:38])([CH3:37])[CH3:39])=[O:34])[C:24]1[CH:29]=[CH:28][C:27]([O:18][CH2:17][CH2:16][C@H:15]([CH:12]2[CH2:13][CH2:14][N:9]([C:7]3[O:6][N:5]=[C:4]([CH:1]([CH3:3])[CH3:2])[N:8]=3)[CH2:10][CH2:11]2)[CH3:19])=[CH:26][C:25]=1[F:31]. (4) Given the reactants [N:1]1[C:5]2[CH:6]=[CH:7][CH:8]=[CH:9][C:4]=2[NH:3][C:2]=1[CH2:10][C:11]#[N:12].[C:13](OCC)(=[O:18])[CH2:14][C:15]([CH3:17])=O.C([O-])(=O)C.[NH4+].O, predict the reaction product. The product is: [CH3:17][C:15]1[C:10]([C:11]#[N:12])=[C:2]2[N:3]([C:13](=[O:18])[CH:14]=1)[C:4]1[CH:9]=[CH:8][CH:7]=[CH:6][C:5]=1[NH:1]2. (5) Given the reactants [F:1][C:2]1[CH:7]=[CH:6][C:5]([C:8]2[CH:9]=[C:10]3[C:15](=[CH:16][CH:17]=2)[CH:14]=[C:13]([S:18]([C:21]2[C:29]4[N:28]=[CH:27][N:26](COCC[Si](C)(C)C)[C:25]=4[CH:24]=[CH:23][CH:22]=2)(=[O:20])=[O:19])[CH:12]=[CH:11]3)=[CH:4][CH:3]=1.[F-].C([N+](CCCC)(CCCC)CCCC)CCC, predict the reaction product. The product is: [F:1][C:2]1[CH:7]=[CH:6][C:5]([C:8]2[CH:9]=[C:10]3[C:15](=[CH:16][CH:17]=2)[CH:14]=[C:13]([S:18]([C:21]2[C:29]4[N:28]=[CH:27][NH:26][C:25]=4[CH:24]=[CH:23][CH:22]=2)(=[O:20])=[O:19])[CH:12]=[CH:11]3)=[CH:4][CH:3]=1. (6) Given the reactants C(OC([N:8]1[C:16]2[C:11](=[CH:12][C:13]([O:17][CH2:18][C:19]3[CH:24]=[CH:23][CH:22]=[CH:21][CH:20]=3)=[CH:14][CH:15]=2)[C:10]([C:25]2[N:26](C(OC(C)(C)C)=O)[C:27]3[C:32]([CH:33]=2)=[CH:31][C:30]([O:34][CH2:35][CH2:36][N:37]2[CH2:42][CH2:41][O:40][CH2:39][CH2:38]2)=[CH:29][CH:28]=3)=[N:9]1)=O)(C)(C)C.Cl, predict the reaction product. The product is: [CH2:18]([O:17][C:13]1[CH:12]=[C:11]2[C:16](=[CH:15][CH:14]=1)[NH:8][N:9]=[C:10]2[C:25]1[NH:26][C:27]2[C:32]([CH:33]=1)=[CH:31][C:30]([O:34][CH2:35][CH2:36][N:37]1[CH2:38][CH2:39][O:40][CH2:41][CH2:42]1)=[CH:29][CH:28]=2)[C:19]1[CH:24]=[CH:23][CH:22]=[CH:21][CH:20]=1. (7) Given the reactants OS(O)(=O)=O.N[C:7]1[CH:14]=[CH:13][C:10]([C:11]#[N:12])=[CH:9][C:8]=1[CH2:15][CH3:16].N([O-])=[O:18].[Na+], predict the reaction product. The product is: [CH2:15]([C:8]1[CH:9]=[C:10]([CH:13]=[CH:14][C:7]=1[OH:18])[C:11]#[N:12])[CH3:16]. (8) The product is: [ClH:1].[ClH:1].[N:2]12[CH2:11][CH:6]3[CH2:7][CH:8]([CH2:10][CH:4]([C@@H:5]3[NH:12][C:24]([C:22]3[S:23][C:19]([C:14]4[CH:15]=[CH:16][CH:17]=[CH:18][N:13]=4)=[CH:20][CH:21]=3)=[O:25])[CH2:3]1)[CH2:9]2. Given the reactants [ClH:1].[N:2]12[CH2:11][CH:6]3[CH2:7][CH:8]([CH2:10][CH:4]([C@@H:5]3[NH2:12])[CH2:3]1)[CH2:9]2.[N:13]1[CH:18]=[CH:17][CH:16]=[CH:15][C:14]=1[C:19]1[S:23][C:22]([C:24](O)=[O:25])=[CH:21][CH:20]=1.N, predict the reaction product. (9) Given the reactants [F:1][C:2]1[CH:3]=[C:4]([CH:28]=[CH:29][CH:30]=1)[O:5][C:6]1[CH:11]=[CH:10][C:9]([C:12]2[C:20]3[C:15](=[N:16][CH:17]=[N:18][C:19]=3[NH2:21])[N:14]([C@@H:22]3[CH2:27][CH2:26][CH2:25][NH:24][CH2:23]3)[N:13]=2)=[CH:8][CH:7]=1.[C:31]([CH2:33][C:34](O)=[O:35])#[N:32].N1(C(N2C=CN=C2)=O)C=CN=C1, predict the reaction product. The product is: [NH2:21][C:19]1[N:18]=[CH:17][N:16]=[C:15]2[N:14]([C@@H:22]3[CH2:27][CH2:26][CH2:25][N:24]([C:34](=[O:35])[CH2:33][C:31]#[N:32])[CH2:23]3)[N:13]=[C:12]([C:9]3[CH:10]=[CH:11][C:6]([O:5][C:4]4[CH:28]=[CH:29][CH:30]=[C:2]([F:1])[CH:3]=4)=[CH:7][CH:8]=3)[C:20]=12. (10) The product is: [F:26][C:6]1([F:5])[CH2:12][N:11]([C:13]2[CH:14]=[CH:15][C:16]3[N:17]([C:19]([C:22]([F:24])([F:25])[F:23])=[N:20][N:21]=3)[N:18]=2)[CH2:10][CH2:9][N:8]([CH2:32][C:31]2[CH:34]=[CH:35][C:28]([F:27])=[CH:29][CH:30]=2)[CH2:7]1. Given the reactants [B-]C#N.[Na+].[F:5][C:6]1([F:26])[CH2:12][N:11]([C:13]2[CH:14]=[CH:15][C:16]3[N:17]([C:19]([C:22]([F:25])([F:24])[F:23])=[N:20][N:21]=3)[N:18]=2)[CH2:10][CH2:9][NH:8][CH2:7]1.[F:27][C:28]1[CH:35]=[CH:34][C:31]([CH:32]=O)=[CH:30][CH:29]=1.C(O)(=O)C, predict the reaction product.